This data is from NCI-60 drug combinations with 297,098 pairs across 59 cell lines. The task is: Regression. Given two drug SMILES strings and cell line genomic features, predict the synergy score measuring deviation from expected non-interaction effect. (1) Drug 1: C1=C(C(=O)NC(=O)N1)N(CCCl)CCCl. Drug 2: C1CC(=O)NC(=O)C1N2C(=O)C3=CC=CC=C3C2=O. Cell line: SK-MEL-5. Synergy scores: CSS=20.5, Synergy_ZIP=-8.83, Synergy_Bliss=-3.70, Synergy_Loewe=-12.1, Synergy_HSA=-3.49. (2) Drug 1: CC1=C2C(C(=O)C3(C(CC4C(C3C(C(C2(C)C)(CC1OC(=O)C(C(C5=CC=CC=C5)NC(=O)OC(C)(C)C)O)O)OC(=O)C6=CC=CC=C6)(CO4)OC(=O)C)O)C)O. Drug 2: C1=NC2=C(N1)C(=S)N=CN2. Cell line: EKVX. Synergy scores: CSS=20.8, Synergy_ZIP=12.7, Synergy_Bliss=15.1, Synergy_Loewe=-1.50, Synergy_HSA=8.79.